Dataset: Reaction yield outcomes from USPTO patents with 853,638 reactions. Task: Predict the reaction yield, written as a fraction of the theoretical maximum amount of product (1.0 means a 100% yield; for example, 0.34 means a 34% yield). (1) The reactants are [C:1]([N:4]1[CH2:9][CH2:8][CH:7]([C:10]([OH:12])=O)[CH2:6][CH2:5]1)(=[O:3])[CH3:2].N1(C(N2C=CN=C2)=O)C=CN=C1.Cl.[CH3:26][O:27][NH:28][CH3:29].Cl. The catalyst is ClCCl.O1CCOCC1. The product is [C:1]([N:4]1[CH2:5][CH2:6][CH:7]([C:10]([N:28]([O:27][CH3:26])[CH3:29])=[O:12])[CH2:8][CH2:9]1)(=[O:3])[CH3:2]. The yield is 0.807. (2) The reactants are Cl[C:2]1[N:3]=[C:4]([NH:13][C@H:14]2[CH2:18][CH2:17][N:16]([C:19]([O:21][C:22]([CH3:25])([CH3:24])[CH3:23])=[O:20])[CH2:15]2)[C:5]2[C:10]([CH:11]=1)=[CH:9][CH:8]=[C:7]([F:12])[CH:6]=2.[CH3:26][N:27](C=O)C. The catalyst is [C-]#N.[C-]#N.[Zn+2].C1C=CC([P]([Pd]([P](C2C=CC=CC=2)(C2C=CC=CC=2)C2C=CC=CC=2)([P](C2C=CC=CC=2)(C2C=CC=CC=2)C2C=CC=CC=2)[P](C2C=CC=CC=2)(C2C=CC=CC=2)C2C=CC=CC=2)(C2C=CC=CC=2)C2C=CC=CC=2)=CC=1. The product is [C:26]([C:2]1[N:3]=[C:4]([NH:13][C@H:14]2[CH2:18][CH2:17][N:16]([C:19]([O:21][C:22]([CH3:25])([CH3:24])[CH3:23])=[O:20])[CH2:15]2)[C:5]2[C:10]([CH:11]=1)=[CH:9][CH:8]=[C:7]([F:12])[CH:6]=2)#[N:27]. The yield is 0.720. (3) The reactants are COC1C=C(N[N:14]=[C:15]([C:18]#[N:19])[C:16]#[N:17])C=C(C(F)(F)F)C=1.[CH3:20][O:21][C:22]1[CH:23]=[C:24]([CH:26]=[C:27]([C:29]([F:32])([F:31])[F:30])[CH:28]=1)[NH2:25].C(#N)CC#N.O.[NH2:39][NH2:40]. No catalyst specified. The product is [CH3:20][O:21][C:22]1[CH:23]=[C:24]([NH:25][N:14]=[C:15]2[C:16]([NH2:17])=[N:40][N:39]=[C:18]2[NH2:19])[CH:26]=[C:27]([C:29]([F:30])([F:31])[F:32])[CH:28]=1. The yield is 0.0700. (4) The reactants are [NH2:1][C:2]1[CH:7]=[CH:6][CH:5]=[C:4]([NH2:8])[N:3]=1.[I:9]N1C(=O)CCC1=O.O. The catalyst is CS(C)=O. The product is [I:9][C:7]1[C:2]([NH2:1])=[N:3][C:4]([NH2:8])=[CH:5][CH:6]=1. The yield is 0.228.